This data is from Reaction yield outcomes from USPTO patents with 853,638 reactions. The task is: Predict the reaction yield, written as a fraction of the theoretical maximum amount of product (1.0 means a 100% yield; for example, 0.34 means a 34% yield). (1) The reactants are [Mg].[C:2]12([CH:9](Br)[Br:10])C[CH:5](CC1)[CH2:4][CH2:3]2.[CH:12]12[CH2:18][CH:15]([CH2:16][CH2:17]1)[CH:14]=[CH:13]2.BrCCCCBr. The catalyst is C1COCC1.C(OCC)C. The product is [Br:10][CH2:9][CH2:2][CH2:3][CH2:4][CH2:5][CH:13]1[CH2:14][CH:15]2[CH2:18][CH:12]1[CH:17]=[CH:16]2. The yield is 0.440. (2) The reactants are [OH:1][C:2]1[CH:3]=[CH:4][C:5]([CH3:8])=[N:6][CH:7]=1.[OH-].[Na+].[CH2:11](Br)[C:12]1[CH:17]=[CH:16][CH:15]=[CH:14][CH:13]=1. The catalyst is CC(C)=O.O. The product is [CH2:11]([O:1][C:2]1[CH:3]=[CH:4][C:5]([CH3:8])=[N:6][CH:7]=1)[C:12]1[CH:17]=[CH:16][CH:15]=[CH:14][CH:13]=1. The yield is 0.860. (3) The reactants are [CH3:1][C:2]([CH3:23])([CH2:20][CH2:21][CH3:22])[CH2:3][CH2:4][C:5]([N:7]1[CH:11]([CH3:12])[CH:10]([C:13]2[CH:18]=[CH:17][CH:16]=[CH:15][CH:14]=2)[O:9][C:8]1=[O:19])=[O:6].C[Si]([N-][Si](C)(C)C)(C)C.[Na+].[C:34]([O:38][C:39](=[O:42])[CH2:40]Br)([CH3:37])([CH3:36])[CH3:35]. No catalyst specified. The product is [C:34]([O:38][C:39](=[O:42])[CH2:40][C@@H:4]([C:5]([N:7]1[C@@H:11]([CH3:12])[C@@H:10]([C:13]2[CH:14]=[CH:15][CH:16]=[CH:17][CH:18]=2)[O:9][C:8]1=[O:19])=[O:6])[CH2:3][C:2]([CH3:1])([CH3:23])[CH2:20][CH2:21][CH3:22])([CH3:37])([CH3:36])[CH3:35]. The yield is 0.493.